Task: Predict the reactants needed to synthesize the given product.. Dataset: Full USPTO retrosynthesis dataset with 1.9M reactions from patents (1976-2016) (1) Given the product [Cl:12][C:7]1[CH:6]=[C:5]([CH:10]=[C:9]([Cl:11])[CH:8]=1)[O:4][CH2:3][CH2:2][N:17]1[C:13](=[O:23])[C:14]2[C:15](=[CH:19][CH:20]=[CH:21][CH:22]=2)[C:16]1=[O:18], predict the reactants needed to synthesize it. The reactants are: Br[CH2:2][CH2:3][O:4][C:5]1[CH:10]=[C:9]([Cl:11])[CH:8]=[C:7]([Cl:12])[CH:6]=1.[C:13]1(=[O:23])[NH:17][C:16](=[O:18])[C:15]2=[CH:19][CH:20]=[CH:21][CH:22]=[C:14]12.[K].C(Cl)(Cl)Cl. (2) Given the product [O:3]=[C:4]1[C:10]2=[CH:11][C:12]3[CH:13]=[CH:14][C:15]([C:18]([OH:20])=[O:19])=[CH:16][C:17]=3[N:9]2[CH2:8][C:7]2([CH2:23][CH2:24]2)[CH2:6][NH:5]1, predict the reactants needed to synthesize it. The reactants are: [OH-].[Na+].[O:3]=[C:4]1[C:10]2=[CH:11][C:12]3[CH:13]=[CH:14][C:15]([C:18]([O:20]CC)=[O:19])=[CH:16][C:17]=3[N:9]2[CH2:8][C:7]2([CH2:24][CH2:23]2)[CH2:6][NH:5]1.C(O)(=O)C. (3) Given the product [CH:9]1([N:6]2[C:5]3[C:12]([O:14][C@@H:15]([C@H:17]4[CH2:21][NH:20][C:19](=[O:22])[CH2:18]4)[CH3:16])=[CH:13][C:2]([B:26]4[O:27][C:28]([CH3:30])([CH3:29])[C:24]([CH3:40])([CH3:23])[O:25]4)=[CH:3][C:4]=3[N:8]=[CH:7]2)[CH2:11][CH2:10]1, predict the reactants needed to synthesize it. The reactants are: Br[C:2]1[CH:13]=[C:12]([O:14][C@@H:15]([C@H:17]2[CH2:21][NH:20][C:19](=[O:22])[CH2:18]2)[CH3:16])[C:5]2[N:6]([CH:9]3[CH2:11][CH2:10]3)[CH:7]=[N:8][C:4]=2[CH:3]=1.[CH3:23][C:24]1([CH3:40])[C:28]([CH3:30])([CH3:29])[O:27][B:26]([B:26]2[O:27][C:28]([CH3:30])([CH3:29])[C:24]([CH3:40])([CH3:23])[O:25]2)[O:25]1.CC([O-])=O.[K+]. (4) Given the product [CH3:38][O:39][C:40]1[CH:47]=[CH:46][C:43]([CH2:44][NH:45][C:3]([C:5]2[N:14]3[C:8]([CH2:9][N:10]([C:19]([C:21]4[CH:26]=[CH:25][C:24]([C:27]5[CH:32]=[CH:31][CH:30]=[CH:29][C:28]=5[CH3:33])=[C:23]([O:34][CH3:35])[CH:22]=4)=[O:20])[C:11]4[CH:18]=[CH:17][CH:16]=[CH:15][C:12]=4[CH2:13]3)=[CH:7][CH:6]=2)=[O:4])=[CH:42][CH:41]=1, predict the reactants needed to synthesize it. The reactants are: ClC(Cl)(Cl)[C:3]([C:5]1[N:14]2[C:8]([CH2:9][N:10]([C:19]([C:21]3[CH:26]=[CH:25][C:24]([C:27]4[CH:32]=[CH:31][CH:30]=[CH:29][C:28]=4[CH3:33])=[C:23]([O:34][CH3:35])[CH:22]=3)=[O:20])[C:11]3[CH:18]=[CH:17][CH:16]=[CH:15][C:12]=3[CH2:13]2)=[CH:7][CH:6]=1)=[O:4].[CH3:38][O:39][C:40]1[CH:47]=[CH:46][C:43]([CH2:44][NH2:45])=[CH:42][CH:41]=1.CS(C)=O.